Dataset: NCI-60 drug combinations with 297,098 pairs across 59 cell lines. Task: Regression. Given two drug SMILES strings and cell line genomic features, predict the synergy score measuring deviation from expected non-interaction effect. (1) Drug 1: CNC(=O)C1=CC=CC=C1SC2=CC3=C(C=C2)C(=NN3)C=CC4=CC=CC=N4. Drug 2: COCCOC1=C(C=C2C(=C1)C(=NC=N2)NC3=CC=CC(=C3)C#C)OCCOC.Cl. Cell line: HS 578T. Synergy scores: CSS=12.3, Synergy_ZIP=6.51, Synergy_Bliss=11.0, Synergy_Loewe=7.45, Synergy_HSA=8.12. (2) Drug 1: CC1C(C(CC(O1)OC2CC(CC3=C2C(=C4C(=C3O)C(=O)C5=C(C4=O)C(=CC=C5)OC)O)(C(=O)CO)O)N)O.Cl. Drug 2: C1CNP(=O)(OC1)N(CCCl)CCCl. Cell line: OVCAR3. Synergy scores: CSS=0.364, Synergy_ZIP=2.87, Synergy_Bliss=5.65, Synergy_Loewe=3.48, Synergy_HSA=1.27. (3) Drug 1: C1C(C(OC1N2C=NC3=C(N=C(N=C32)Cl)N)CO)O. Drug 2: C1=NC2=C(N1)C(=S)N=CN2. Cell line: SK-MEL-2. Synergy scores: CSS=21.7, Synergy_ZIP=5.99, Synergy_Bliss=16.0, Synergy_Loewe=-8.69, Synergy_HSA=6.70. (4) Drug 1: CC1=C2C(C(=O)C3(C(CC4C(C3C(C(C2(C)C)(CC1OC(=O)C(C(C5=CC=CC=C5)NC(=O)OC(C)(C)C)O)O)OC(=O)C6=CC=CC=C6)(CO4)OC(=O)C)OC)C)OC. Drug 2: B(C(CC(C)C)NC(=O)C(CC1=CC=CC=C1)NC(=O)C2=NC=CN=C2)(O)O. Cell line: OVCAR-5. Synergy scores: CSS=48.4, Synergy_ZIP=6.66, Synergy_Bliss=6.40, Synergy_Loewe=-2.17, Synergy_HSA=6.83.